The task is: Predict the reactants needed to synthesize the given product.. This data is from Full USPTO retrosynthesis dataset with 1.9M reactions from patents (1976-2016). Given the product [CH2:1]([S:4][C:5]1[CH:6]=[CH:7][C:8]([C:11]2[CH:12]=[C:13]([C:16]([OH:18])=[O:17])[S:14][CH:15]=2)=[CH:9][CH:10]=1)[CH2:3][CH2:19][CH2:20][CH2:21][CH3:22], predict the reactants needed to synthesize it. The reactants are: [CH:1]([S:4][C:5]1[CH:10]=[CH:9][C:8]([C:11]2[CH:12]=[C:13]([C:16]([OH:18])=[O:17])[S:14][CH:15]=2)=[CH:7][CH:6]=1)([CH3:3])C.[CH2:19](SC1C=CC(B(O)O)=CC=1)[CH2:20][CH2:21][CH2:22]CC.